Predict the reaction yield, written as a fraction of the theoretical maximum amount of product (1.0 means a 100% yield; for example, 0.34 means a 34% yield). From a dataset of Reaction yield outcomes from USPTO patents with 853,638 reactions. (1) The catalyst is N1C=CC=CC=1. The product is [NH2:1][C:2]1[C:7]([C:8]#[N:9])=[C:6]([CH2:10][CH3:11])[N:5]=[C:4]([NH:12][C:13](=[O:14])[CH3:15])[CH:3]=1. The reactants are [NH2:1][C:2]1[C:7]([C:8]#[N:9])=[C:6]([CH2:10][CH3:11])[N:5]=[C:4]([NH2:12])[CH:3]=1.[C:13](Cl)([CH3:15])=[O:14]. The yield is 0.680. (2) The reactants are [OH-].[Na+].[CH3:3][C:4]1[CH:14]=[CH:13][C:7]([CH:8]=[CH:9][C:10]([OH:12])=[O:11])=[CH:6][CH:5]=1.[Cl-].[Zn+2:16].[Cl-]. The catalyst is O. The product is [CH3:3][C:4]1[CH:14]=[CH:13][C:7]([CH:8]=[CH:9][C:10]([O-:12])=[O:11])=[CH:6][CH:5]=1.[Zn+2:16].[CH3:3][C:4]1[CH:14]=[CH:13][C:7]([CH:8]=[CH:9][C:10]([O-:12])=[O:11])=[CH:6][CH:5]=1. The yield is 0.800. (3) The reactants are [F:1][C:2]1[CH:7]=[CH:6][C:5]([F:8])=[CH:4][C:3]=1[C@H:9]1[CH2:13][CH2:12][CH2:11][N:10]1[C:14]1[CH:15]=[CH:16][C:17]2[N:18]([C:20]([N+:23]([O-])=O)=[CH:21][N:22]=2)[N:19]=1. The catalyst is CCO. The product is [F:1][C:2]1[CH:7]=[CH:6][C:5]([F:8])=[CH:4][C:3]=1[C@H:9]1[CH2:13][CH2:12][CH2:11][N:10]1[C:14]1[CH:15]=[CH:16][C:17]2[N:18]([C:20]([NH2:23])=[CH:21][N:22]=2)[N:19]=1. The yield is 0.780. (4) The reactants are [Li+].[OH-].C[O:4][C:5](=[O:30])[C:6]1[CH:11]=[C:10]([CH:12]2[C:25]3[CH:24]=[CH:23][C:22]4[C:17](=[N:18][CH:19]=[CH:20][CH:21]=4)[C:16]=3[NH:15][S:14](=[O:27])(=[O:26])[N:13]2[CH3:28])[CH:9]=[CH:8][C:7]=1[F:29]. The catalyst is O.C1COCC1.CO. The product is [F:29][C:7]1[CH:8]=[CH:9][C:10]([CH:12]2[C:25]3[CH:24]=[CH:23][C:22]4[C:17](=[N:18][CH:19]=[CH:20][CH:21]=4)[C:16]=3[NH:15][S:14](=[O:27])(=[O:26])[N:13]2[CH3:28])=[CH:11][C:6]=1[C:5]([OH:30])=[O:4]. The yield is 0.170. (5) The reactants are [Cl:1][C:2]1[C:3]([O:12][C:13]2[CH:18]=[C:17]([O:19][CH2:20][CH2:21][O:22][CH3:23])[CH:16]=[CH:15][C:14]=2/[CH:24]=[CH:25]/[C:26]([OH:28])=O)=[N:4][CH:5]=[C:6]([C:8]([F:11])([F:10])[F:9])[CH:7]=1.[CH2:29]([S:34]([NH2:37])(=[O:36])=[O:35])[CH2:30][CH2:31][CH2:32][CH3:33].N12CCCN=C1CCCCC2. The catalyst is O1CCCC1. The product is [Cl:1][C:2]1[C:3]([O:12][C:13]2[CH:18]=[C:17]([O:19][CH2:20][CH2:21][O:22][CH3:23])[CH:16]=[CH:15][C:14]=2/[CH:24]=[CH:25]/[C:26]([NH:37][S:34]([CH2:29][CH2:30][CH2:31][CH2:32][CH3:33])(=[O:36])=[O:35])=[O:28])=[N:4][CH:5]=[C:6]([C:8]([F:9])([F:10])[F:11])[CH:7]=1. The yield is 0.160. (6) The reactants are [F:1][C:2]1[CH:3]=[C:4]([C:27]2[C:28]([C:33]#[N:34])=[CH:29][CH:30]=[CH:31][CH:32]=2)[CH:5]=[CH:6][C:7]=1[CH2:8][C:9]1[C:14](=[O:15])[N:13]([C:16]2[CH:21]=[CH:20][C:19]([OH:22])=[CH:18][CH:17]=2)[C:12]([CH3:23])=[N:11][C:10]=1[CH2:24][CH2:25][CH3:26].Br[C:36]([CH3:42])([CH3:41])[C:37]([O:39][CH3:40])=[O:38].C(=O)([O-])[O-].[Cs+].[Cs+].C(OCC)(=O)C. The catalyst is CN(C)C=O.O. The product is [C:33]([C:28]1[CH:29]=[CH:30][CH:31]=[CH:32][C:27]=1[C:4]1[CH:5]=[CH:6][C:7]([CH2:8][C:9]2[C:14](=[O:15])[N:13]([C:16]3[CH:21]=[CH:20][C:19]([O:22][C:36]([CH3:42])([CH3:41])[C:37]([O:39][CH3:40])=[O:38])=[CH:18][CH:17]=3)[C:12]([CH3:23])=[N:11][C:10]=2[CH2:24][CH2:25][CH3:26])=[C:2]([F:1])[CH:3]=1)#[N:34]. The yield is 0.960. (7) The yield is 0.170. The catalyst is CN(C=O)C.CCOC(C)=O. The reactants are [I-].ClC1C=CC=C[N+]=1C.CCN(C(C)C)C(C)C.[C:19]1([CH3:31])[CH:24]=[CH:23][C:22]([C:25]2[N:26]=[C:27]([NH2:30])[S:28][CH:29]=2)=[CH:21][CH:20]=1.[C:32]([O:36][C:37]([NH:39][C:40]1[S:41][C:42]([C:45](O)=[O:46])=[CH:43][N:44]=1)=[O:38])([CH3:35])([CH3:34])[CH3:33]. The product is [C:19]1([CH3:31])[CH:20]=[CH:21][C:22]([C:25]2[N:26]=[C:27]([NH:30][C:45]([C:42]3[S:41][C:40]([NH:39][C:37](=[O:38])[O:36][C:32]([CH3:34])([CH3:33])[CH3:35])=[N:44][CH:43]=3)=[O:46])[S:28][CH:29]=2)=[CH:23][CH:24]=1. (8) The reactants are [F:1][C:2]1[CH:9]=[CH:8][C:5]([CH:6]=[O:7])=[C:4]([C:10]([F:13])([F:12])[F:11])[CH:3]=1.[CH2:14](O)[CH2:15][OH:16].CC1C=CC(S(O)(=O)=O)=CC=1. The catalyst is C1(C)C=CC=CC=1. The product is [F:1][C:2]1[CH:9]=[CH:8][C:5]([CH:6]2[O:16][CH2:15][CH2:14][O:7]2)=[C:4]([C:10]([F:11])([F:12])[F:13])[CH:3]=1. The yield is 0.510.